From a dataset of Retrosynthesis with 50K atom-mapped reactions and 10 reaction types from USPTO. Predict the reactants needed to synthesize the given product. (1) Given the product CC(C)(C)OC(=O)N1CCC(NCc2ccsc2)CC1, predict the reactants needed to synthesize it. The reactants are: CC(C)(C)OC(=O)N1CCC(N)CC1.O=Cc1ccsc1. (2) Given the product [NH3+]CC(=O)N1CCc2c(Br)cccc2C1CC(=O)O, predict the reactants needed to synthesize it. The reactants are: CC(C)(C)OC(=O)NCC(=O)N1CCc2c(Br)cccc2C1CC(=O)O.Cl. (3) Given the product FC(F)(F)CCCN(c1ccc(Br)cc1)c1nc(Cl)ncc1Cl, predict the reactants needed to synthesize it. The reactants are: Clc1ncc(Cl)c(Nc2ccc(Br)cc2)n1.FC(F)(F)CCCBr. (4) Given the product CC(=O)C(C)(C)Cn1cncn1, predict the reactants needed to synthesize it. The reactants are: CC(=O)C(C)(C)COS(C)(=O)=O.c1nc[nH]n1. (5) The reactants are: CC(C)(C)OC(=O)N1CCc2c(n(CC(=O)O)c3cc(Cl)c(Cl)cc23)CC1.COc1ccc(N)cc1. Given the product COc1ccc(NC(=O)Cn2c3c(c4cc(Cl)c(Cl)cc42)CCN(C(=O)OC(C)(C)C)CC3)cc1, predict the reactants needed to synthesize it. (6) Given the product CN1c2ccc(O)cc2[C@]2(C)CCN(CCc3ccccc3)[C@H]12, predict the reactants needed to synthesize it. The reactants are: COc1ccc2c(c1)[C@]1(C)CCN(CCc3ccccc3)[C@@H]1N2C.